This data is from Full USPTO retrosynthesis dataset with 1.9M reactions from patents (1976-2016). The task is: Predict the reactants needed to synthesize the given product. Given the product [Cl:18][CH2:17][C@H:4]([OH:15])[C@H:5]([NH:6][C:7](=[O:8])[O:9][C:10]([CH3:11])([CH3:12])[CH3:13])[CH3:14], predict the reactants needed to synthesize it. The reactants are: C(O[C:4](=[O:15])[C@@H:5]([CH3:14])[NH:6][C:7]([O:9][C:10]([CH3:13])([CH3:12])[CH3:11])=[O:8])C.I[CH2:17][Cl:18].[Li+].CC([N-]C(C)C)C.Cl.[BH4-].[Na+].